From a dataset of Catalyst prediction with 721,799 reactions and 888 catalyst types from USPTO. Predict which catalyst facilitates the given reaction. (1) Reactant: [H-].[Na+].[CH2:3]([O:5][C:6]([C:8]1[NH:9][CH:10]=[C:11]([CH3:19])[C:12]=1[C:13]1[CH:18]=[CH:17][CH:16]=[CH:15][CH:14]=1)=[O:7])[CH3:4].[CH3:20]I.[Na+].[Cl-]. The catalyst class is: 569. Product: [CH2:3]([O:5][C:6]([C:8]1[N:9]([CH3:20])[CH:10]=[C:11]([CH3:19])[C:12]=1[C:13]1[CH:18]=[CH:17][CH:16]=[CH:15][CH:14]=1)=[O:7])[CH3:4]. (2) Reactant: C(N(CC)CC)C.[C:8]([O:11][C:12](=[O:14])[CH3:13])(=O)[CH3:9].[CH:15]1[C:28]2[C:19](=[N:20][C:21]3[C:26]([C:27]=2[C:29]([N:31]2[CH2:36][CH2:35][N:34]([C:37]4C=C[CH:40]=[C:39](O)[CH:38]=4)[CH2:33][CH2:32]2)=[O:30])=[CH:25][CH:24]=[CH:23][CH:22]=3)[CH:18]=[CH:17][CH:16]=1. Product: [C:12]([O:11][C:8]1[CH:40]=[CH:39][CH:38]=[C:37]([N:34]2[CH2:33][CH2:32][N:31]([C:29]([C:27]3[C:28]4[C:19]([N:20]=[C:21]5[C:26]=3[CH:25]=[CH:24][CH:23]=[CH:22]5)=[CH:18][CH:17]=[CH:16][CH:15]=4)=[O:30])[CH2:36][CH2:35]2)[CH:9]=1)(=[O:14])[CH3:13]. The catalyst class is: 4. (3) Reactant: Cl[CH:2]([CH:8]=O)[C:3]([O:5][CH2:6][CH3:7])=[O:4].[C:10]1([NH:16][C:17]([NH2:19])=[O:18])[CH:15]=[CH:14][CH:13]=[CH:12][CH:11]=1. Product: [NH:16]([C:17]1[O:18][C:2]([C:3]([O:5][CH2:6][CH3:7])=[O:4])=[CH:8][N:19]=1)[C:10]1[CH:15]=[CH:14][CH:13]=[CH:12][CH:11]=1. The catalyst class is: 6. (4) Reactant: [C:1]([N:3]=[S:4]([C:7]1[C:8]([O:20][CH3:21])=[C:9]([CH:13]=[CH:14][C:15]=1[C:16]([F:19])([F:18])[F:17])[C:10]([OH:12])=O)([CH3:6])=[O:5])#[N:2].[OH:22][C:23]1[N:27]([CH3:28])[N:26]=[C:25]([CH3:29])[CH:24]=1.Cl.CN(C)CCCN=C=NCC.C(N(CC)CC)C.[C-]#N.[K+]. Product: [OH:22][C:23]1[N:27]([CH3:28])[N:26]=[C:25]([CH3:29])[C:24]=1[C:10](=[O:12])[C:9]1[CH:13]=[CH:14][C:15]([C:16]([F:17])([F:18])[F:19])=[C:7]([S:4]([CH3:6])(=[N:3][C:1]#[N:2])=[O:5])[C:8]=1[O:20][CH3:21]. The catalyst class is: 545. (5) Reactant: [Br:1]Br.[CH3:3][C:4]1[S:8][C:7]([C:9]([OH:11])=[O:10])=[CH:6][CH:5]=1. Product: [Br:1][C:5]1[CH:6]=[C:7]([C:9]([OH:11])=[O:10])[S:8][C:4]=1[CH3:3]. The catalyst class is: 52.